Task: Predict the reactants needed to synthesize the given product.. Dataset: Full USPTO retrosynthesis dataset with 1.9M reactions from patents (1976-2016) (1) Given the product [CH3:30][CH:31]([CH3:37])[CH2:32][S:33]([N:3]1[CH2:8][CH2:7][CH2:6][C@@H:5]([NH:9][C:10]([NH:12][C:13]2[N:14]=[C:15]3[CH:21]=[CH:20][N:19]([CH2:22][O:23][CH2:24][CH2:25][Si:26]([CH3:29])([CH3:28])[CH3:27])[C:16]3=[N:17][CH:18]=2)=[O:11])[CH2:4]1)(=[O:35])=[O:34], predict the reactants needed to synthesize it. The reactants are: Cl.Cl.[NH:3]1[CH2:8][CH2:7][CH2:6][CH:5]([NH:9][C:10]([NH:12][C:13]2[N:14]=[C:15]3[CH:21]=[CH:20][N:19]([CH2:22][O:23][CH2:24][CH2:25][Si:26]([CH3:29])([CH3:28])[CH3:27])[C:16]3=[N:17][CH:18]=2)=[O:11])[CH2:4]1.[CH3:30][CH:31]([CH3:37])[CH2:32][S:33](Cl)(=[O:35])=[O:34]. (2) Given the product [CH:1]1([CH:7]([O:27][CH3:28])[C:8]2[CH:22]=[CH:21][C:20]([C:23]([F:26])([F:25])[F:24])=[CH:19][C:9]=2[CH2:10][OH:11])[CH2:2][CH2:3][CH2:4][CH2:5][CH2:6]1, predict the reactants needed to synthesize it. The reactants are: [CH:1]1([CH:7]([O:27][CH3:28])[C:8]2[CH:22]=[CH:21][C:20]([C:23]([F:26])([F:25])[F:24])=[CH:19][C:9]=2[CH2:10][O:11][Si](C(C)(C)C)(C)C)[CH2:6][CH2:5][CH2:4][CH2:3][CH2:2]1.CCCC[N+](CCCC)(CCCC)CCCC.[F-].O. (3) The reactants are: [NH2:1][CH:2]1[CH2:7][CH2:6][N:5]([CH2:8][CH2:9][N:10]2[C:15](=[O:16])[CH:14]=[N:13][C:12]3[CH:17]=[CH:18][C:19]([O:21][CH3:22])=[N:20][C:11]2=3)[CH2:4][CH2:3]1.[O:23]=[C:24]1[CH2:29][O:28][C:27]2[CH:30]=[CH:31][C:32]([CH:34]=O)=[N:33][C:26]=2[NH:25]1.C(O[BH-](OC(=O)C)OC(=O)C)(=O)C.[Na+].C([O-])(O)=O.[Na+]. Given the product [CH3:22][O:21][C:19]1[CH:18]=[CH:17][C:12]2[N:13]=[CH:14][C:15](=[O:16])[N:10]([CH2:9][CH2:8][N:5]3[CH2:4][CH2:3][CH:2]([NH:1][CH2:34][C:32]4[CH:31]=[CH:30][C:27]5[O:28][CH2:29][C:24](=[O:23])[NH:25][C:26]=5[N:33]=4)[CH2:7][CH2:6]3)[C:11]=2[N:20]=1, predict the reactants needed to synthesize it.